From a dataset of NCI-60 drug combinations with 297,098 pairs across 59 cell lines. Regression. Given two drug SMILES strings and cell line genomic features, predict the synergy score measuring deviation from expected non-interaction effect. (1) Drug 1: CC1=C2C(C(=O)C3(C(CC4C(C3C(C(C2(C)C)(CC1OC(=O)C(C(C5=CC=CC=C5)NC(=O)OC(C)(C)C)O)O)OC(=O)C6=CC=CC=C6)(CO4)OC(=O)C)OC)C)OC. Drug 2: CNC(=O)C1=NC=CC(=C1)OC2=CC=C(C=C2)NC(=O)NC3=CC(=C(C=C3)Cl)C(F)(F)F. Cell line: IGROV1. Synergy scores: CSS=40.6, Synergy_ZIP=-3.82, Synergy_Bliss=-2.64, Synergy_Loewe=-0.934, Synergy_HSA=1.00. (2) Drug 1: CC1CCC2CC(C(=CC=CC=CC(CC(C(=O)C(C(C(=CC(C(=O)CC(OC(=O)C3CCCCN3C(=O)C(=O)C1(O2)O)C(C)CC4CCC(C(C4)OC)O)C)C)O)OC)C)C)C)OC. Drug 2: CNC(=O)C1=NC=CC(=C1)OC2=CC=C(C=C2)NC(=O)NC3=CC(=C(C=C3)Cl)C(F)(F)F. Cell line: SK-MEL-28. Synergy scores: CSS=13.6, Synergy_ZIP=-1.22, Synergy_Bliss=6.61, Synergy_Loewe=7.57, Synergy_HSA=7.84. (3) Drug 1: CC1C(C(CC(O1)OC2CC(OC(C2O)C)OC3=CC4=CC5=C(C(=O)C(C(C5)C(C(=O)C(C(C)O)O)OC)OC6CC(C(C(O6)C)O)OC7CC(C(C(O7)C)O)OC8CC(C(C(O8)C)O)(C)O)C(=C4C(=C3C)O)O)O)O. Drug 2: C(CC(=O)O)C(=O)CN.Cl. Cell line: NCI/ADR-RES. Synergy scores: CSS=2.16, Synergy_ZIP=-1.61, Synergy_Bliss=2.58, Synergy_Loewe=-5.38, Synergy_HSA=0.923. (4) Drug 1: C1=CC=C(C(=C1)C(C2=CC=C(C=C2)Cl)C(Cl)Cl)Cl. Drug 2: C(CN)CNCCSP(=O)(O)O. Cell line: CAKI-1. Synergy scores: CSS=1.56, Synergy_ZIP=-0.0916, Synergy_Bliss=-0.547, Synergy_Loewe=-2.51, Synergy_HSA=-1.80. (5) Drug 1: C1CC(=O)NC(=O)C1N2CC3=C(C2=O)C=CC=C3N. Drug 2: C1CCC(C(C1)N)N.C(=O)(C(=O)[O-])[O-].[Pt+4]. Cell line: COLO 205. Synergy scores: CSS=15.5, Synergy_ZIP=-7.44, Synergy_Bliss=-11.8, Synergy_Loewe=-68.5, Synergy_HSA=-9.99. (6) Drug 1: C1=CC(=CC=C1CC(C(=O)O)N)N(CCCl)CCCl.Cl. Drug 2: CC1=C(C(=CC=C1)Cl)NC(=O)C2=CN=C(S2)NC3=CC(=NC(=N3)C)N4CCN(CC4)CCO. Cell line: NCI-H460. Synergy scores: CSS=19.6, Synergy_ZIP=-2.76, Synergy_Bliss=1.44, Synergy_Loewe=0.701, Synergy_HSA=2.39. (7) Drug 1: CN1CCC(CC1)COC2=C(C=C3C(=C2)N=CN=C3NC4=C(C=C(C=C4)Br)F)OC. Drug 2: C1C(C(OC1N2C=NC3=C(N=C(N=C32)Cl)N)CO)O. Cell line: A498. Synergy scores: CSS=16.3, Synergy_ZIP=-4.10, Synergy_Bliss=0.489, Synergy_Loewe=0.170, Synergy_HSA=1.24. (8) Drug 1: CC1=CC2C(CCC3(C2CCC3(C(=O)C)OC(=O)C)C)C4(C1=CC(=O)CC4)C. Drug 2: CN(C)N=NC1=C(NC=N1)C(=O)N. Cell line: CAKI-1. Synergy scores: CSS=-2.28, Synergy_ZIP=-1.45, Synergy_Bliss=-7.28, Synergy_Loewe=-12.6, Synergy_HSA=-11.0. (9) Drug 1: CCN(CC)CCNC(=O)C1=C(NC(=C1C)C=C2C3=C(C=CC(=C3)F)NC2=O)C. Drug 2: C(=O)(N)NO. Cell line: UO-31. Synergy scores: CSS=1.25, Synergy_ZIP=-0.270, Synergy_Bliss=0.982, Synergy_Loewe=-0.219, Synergy_HSA=-0.109. (10) Drug 1: CC1C(C(CC(O1)OC2CC(CC3=C2C(=C4C(=C3O)C(=O)C5=C(C4=O)C(=CC=C5)OC)O)(C(=O)C)O)N)O.Cl. Drug 2: CC1=C2C(C(=O)C3(C(CC4C(C3C(C(C2(C)C)(CC1OC(=O)C(C(C5=CC=CC=C5)NC(=O)OC(C)(C)C)O)O)OC(=O)C6=CC=CC=C6)(CO4)OC(=O)C)O)C)O. Cell line: TK-10. Synergy scores: CSS=24.4, Synergy_ZIP=-9.56, Synergy_Bliss=-0.744, Synergy_Loewe=-3.51, Synergy_HSA=-0.547.